Task: Regression. Given two drug SMILES strings and cell line genomic features, predict the synergy score measuring deviation from expected non-interaction effect.. Dataset: NCI-60 drug combinations with 297,098 pairs across 59 cell lines (1) Synergy scores: CSS=26.9, Synergy_ZIP=9.63, Synergy_Bliss=12.5, Synergy_Loewe=-1.90, Synergy_HSA=14.2. Drug 2: CC1=C(C(=CC=C1)Cl)NC(=O)C2=CN=C(S2)NC3=CC(=NC(=N3)C)N4CCN(CC4)CCO. Drug 1: CC12CCC(CC1=CCC3C2CCC4(C3CC=C4C5=CN=CC=C5)C)O. Cell line: PC-3. (2) Drug 1: C1CC(=O)NC(=O)C1N2CC3=C(C2=O)C=CC=C3N. Drug 2: C1C(C(OC1N2C=NC(=NC2=O)N)CO)O. Cell line: HCT116. Synergy scores: CSS=37.6, Synergy_ZIP=-4.23, Synergy_Bliss=0.398, Synergy_Loewe=-13.8, Synergy_HSA=3.12.